Task: Regression/Classification. Given a drug SMILES string, predict its absorption, distribution, metabolism, or excretion properties. Task type varies by dataset: regression for continuous measurements (e.g., permeability, clearance, half-life) or binary classification for categorical outcomes (e.g., BBB penetration, CYP inhibition). For this dataset (solubility_aqsoldb), we predict Y.. Dataset: Aqueous solubility values for 9,982 compounds from the AqSolDB database (1) The molecule is CNc1ncc2nccnc2n1. The Y is -1.71 log mol/L. (2) The drug is Oc1c(Cl)cccc1Cl. The Y is -1.79 log mol/L. (3) The compound is O=C(O)CCn1ccccc1=O. The Y is -0.600 log mol/L. (4) The molecule is CC(S(C)(=O)=O)S(C)(=O)=O. The Y is -1.42 log mol/L.